From a dataset of NCI-60 drug combinations with 297,098 pairs across 59 cell lines. Regression. Given two drug SMILES strings and cell line genomic features, predict the synergy score measuring deviation from expected non-interaction effect. (1) Drug 1: CC12CCC3C(C1CCC2=O)CC(=C)C4=CC(=O)C=CC34C. Drug 2: CC1=C(C(=CC=C1)Cl)NC(=O)C2=CN=C(S2)NC3=CC(=NC(=N3)C)N4CCN(CC4)CCO. Cell line: OVCAR-8. Synergy scores: CSS=58.7, Synergy_ZIP=-1.16, Synergy_Bliss=-0.466, Synergy_Loewe=-7.19, Synergy_HSA=-0.447. (2) Drug 1: CN1C2=C(C=C(C=C2)N(CCCl)CCCl)N=C1CCCC(=O)O.Cl. Drug 2: C1CN(CCN1C(=O)CCBr)C(=O)CCBr. Cell line: ACHN. Synergy scores: CSS=51.8, Synergy_ZIP=-0.745, Synergy_Bliss=1.19, Synergy_Loewe=-17.4, Synergy_HSA=-1.09. (3) Drug 1: C1CCC(CC1)NC(=O)N(CCCl)N=O. Drug 2: CCC1(CC2CC(C3=C(CCN(C2)C1)C4=CC=CC=C4N3)(C5=C(C=C6C(=C5)C78CCN9C7C(C=CC9)(C(C(C8N6C)(C(=O)OC)O)OC(=O)C)CC)OC)C(=O)OC)O.OS(=O)(=O)O. Cell line: M14. Synergy scores: CSS=11.9, Synergy_ZIP=-10.1, Synergy_Bliss=-10.5, Synergy_Loewe=-37.1, Synergy_HSA=-11.1. (4) Drug 1: CC1=C(C=C(C=C1)NC(=O)C2=CC=C(C=C2)CN3CCN(CC3)C)NC4=NC=CC(=N4)C5=CN=CC=C5. Drug 2: CC1CCC2CC(C(=CC=CC=CC(CC(C(=O)C(C(C(=CC(C(=O)CC(OC(=O)C3CCCCN3C(=O)C(=O)C1(O2)O)C(C)CC4CCC(C(C4)OC)O)C)C)O)OC)C)C)C)OC. Cell line: HCC-2998. Synergy scores: CSS=-5.74, Synergy_ZIP=4.30, Synergy_Bliss=-0.209, Synergy_Loewe=-4.57, Synergy_HSA=-6.52. (5) Drug 1: CC(CN1CC(=O)NC(=O)C1)N2CC(=O)NC(=O)C2. Drug 2: C1=NC2=C(N=C(N=C2N1C3C(C(C(O3)CO)O)F)Cl)N. Cell line: CCRF-CEM. Synergy scores: CSS=74.0, Synergy_ZIP=-0.358, Synergy_Bliss=-0.622, Synergy_Loewe=-3.34, Synergy_HSA=1.08. (6) Drug 1: CC1C(C(CC(O1)OC2CC(OC(C2O)C)OC3=CC4=CC5=C(C(=O)C(C(C5)C(C(=O)C(C(C)O)O)OC)OC6CC(C(C(O6)C)O)OC7CC(C(C(O7)C)O)OC8CC(C(C(O8)C)O)(C)O)C(=C4C(=C3C)O)O)O)O. Drug 2: C(CC(=O)O)C(=O)CN.Cl. Cell line: KM12. Synergy scores: CSS=59.5, Synergy_ZIP=-0.0992, Synergy_Bliss=-2.98, Synergy_Loewe=-2.41, Synergy_HSA=-2.11.